This data is from Forward reaction prediction with 1.9M reactions from USPTO patents (1976-2016). The task is: Predict the product of the given reaction. (1) Given the reactants [CH2:1]([O:8][C:9]([NH:11][CH2:12][CH2:13][CH2:14][C@H:15]1[C:19](=[O:20])[O:18][CH2:17][N:16]1[C:21]([O:23][CH2:24][CH:25]1[C:37]2[CH:36]=[CH:35][CH:34]=[CH:33][C:32]=2[C:31]2[C:26]1=[CH:27][CH:28]=[CH:29][CH:30]=2)=[O:22])=[O:10])[C:2]1[CH:7]=[CH:6][CH:5]=[CH:4][CH:3]=1.FC(F)(F)C(O)=O.C([SiH](CC)CC)C, predict the reaction product. The product is: [CH2:1]([O:8][C:9]([NH:11][CH2:12][CH2:13][CH2:14][C@H:15]([N:16]([C:21]([O:23][CH2:24][CH:25]1[C:26]2[CH:27]=[CH:28][CH:29]=[CH:30][C:31]=2[C:32]2[C:37]1=[CH:36][CH:35]=[CH:34][CH:33]=2)=[O:22])[CH3:17])[C:19]([OH:20])=[O:18])=[O:10])[C:2]1[CH:3]=[CH:4][CH:5]=[CH:6][CH:7]=1. (2) The product is: [F:1][C:2]1[CH:7]=[CH:6][C:5]([C:8]2[C:16]3[C:11](=[CH:12][CH:13]=[CH:14][CH:15]=3)[N:10]([CH:17]([CH3:19])[CH3:18])[C:9]=2/[CH:22]=[CH:23]/[C:24]([O:26][CH3:27])=[O:25])=[CH:4][CH:3]=1. Given the reactants [F:1][C:2]1[CH:7]=[CH:6][C:5]([C:8]2[C:16]3[C:11](=[CH:12][CH:13]=[CH:14][CH:15]=3)[N:10]([CH:17]([CH3:19])[CH3:18])[CH:9]=2)=[CH:4][CH:3]=1.CO/[CH:22]=[CH:23]/[C:24]([O:26][CH3:27])=[O:25].O.P(Cl)(Cl)(Cl)=O, predict the reaction product. (3) Given the reactants [NH:1]1[CH2:6][CH2:5][CH:4]([C:7]2[S:8][C:9]([C:12]([O:14][CH2:15][CH3:16])=[O:13])=[CH:10][N:11]=2)[CH2:3][CH2:2]1.[C:17]1(P([C:17]2[CH:22]=[CH:21][CH:20]=[CH:19][CH:18]=2)[C:17]2[CH:22]=[CH:21][C:20]3[C:19](=CC=CC=3)[C:18]=2[C:17]2[C:22]3[C:21](=CC=CC=3)[CH:20]=[CH:19][C:18]=2P([C:17]2[CH:22]=[CH:21][CH:20]=[CH:19][CH:18]=2)[C:17]2[CH:22]=[CH:21][CH:20]=[CH:19][CH:18]=2)[CH:22]=[CH:21][CH:20]=[CH:19][CH:18]=1.C(=O)([O-])[O-].[Cs+].[Cs+].BrC1C=CC=CC=1, predict the reaction product. The product is: [C:17]1([N:1]2[CH2:6][CH2:5][CH:4]([C:7]3[S:8][C:9]([C:12]([O:14][CH2:15][CH3:16])=[O:13])=[CH:10][N:11]=3)[CH2:3][CH2:2]2)[CH:22]=[CH:21][CH:20]=[CH:19][CH:18]=1. (4) Given the reactants C1C=CC(P(C2C(C3C(P(C4C=CC=CC=4)C4C=CC=CC=4)=CC=C4C=3C=CC=C4)=C3C(C=CC=C3)=CC=2)C2C=CC=CC=2)=CC=1.N#N.C([O-])([O-])=O.[Cs+].[Cs+].[CH3:55][O:56][C:57]1[CH:58]=[C:59]([CH:61]=[C:62]([O:64][CH2:65][CH2:66][O:67][CH2:68][CH2:69][O:70][CH2:71][CH2:72][O:73][CH3:74])[CH:63]=1)[NH2:60].Cl[C:76]1[CH:81]=[C:80]([O:82][C:83]2[C:92]3[C:87](=[CH:88][CH:89]=[CH:90][CH:91]=3)[C:86]([NH:93][C:94](=[O:100])[O:95][C:96]([CH3:99])([CH3:98])[CH3:97])=[CH:85][CH:84]=2)[CH:79]=[CH:78][N:77]=1, predict the reaction product. The product is: [CH3:55][O:56][C:57]1[CH:58]=[C:59]([NH:60][C:76]2[CH:81]=[C:80]([O:82][C:83]3[C:92]4[C:87](=[CH:88][CH:89]=[CH:90][CH:91]=4)[C:86]([NH:93][C:94](=[O:100])[O:95][C:96]([CH3:98])([CH3:97])[CH3:99])=[CH:85][CH:84]=3)[CH:79]=[CH:78][N:77]=2)[CH:61]=[C:62]([O:64][CH2:65][CH2:66][O:67][CH2:68][CH2:69][O:70][CH2:71][CH2:72][O:73][CH3:74])[CH:63]=1. (5) Given the reactants Cl[C:2]1[N:7]([CH3:8])[C:6](=[O:9])[N:5]([CH3:10])[C:4](=[O:11])[C:3]=1[CH:12]=[O:13].[C:14]1([SH:20])[CH:19]=[CH:18][CH:17]=[CH:16][CH:15]=1, predict the reaction product. The product is: [CH3:8][N:7]1[C:2]([S:20][C:14]2[CH:19]=[CH:18][CH:17]=[CH:16][CH:15]=2)=[C:3]([CH:12]=[O:13])[C:4](=[O:11])[N:5]([CH3:10])[C:6]1=[O:9]. (6) Given the reactants [CH3:1][O:2][C:3](=[O:11])[C:4]1[CH:9]=[CH:8][CH:7]=[C:6]([NH2:10])[CH:5]=1.[Cl:12][C:13]1[CH:21]=[CH:20][C:16]([C:17](Cl)=[O:18])=[CH:15][N:14]=1.ClC1C=CC(C(NC2C=CC(I)=C(C)C=2)=O)=CN=1, predict the reaction product. The product is: [CH3:1][O:2][C:3](=[O:11])[C:4]1[CH:9]=[CH:8][CH:7]=[C:6]([NH:10][C:17]([C:16]2[CH:15]=[N:14][C:13]([Cl:12])=[CH:21][CH:20]=2)=[O:18])[CH:5]=1.